This data is from Forward reaction prediction with 1.9M reactions from USPTO patents (1976-2016). The task is: Predict the product of the given reaction. (1) Given the reactants [O-]P([O-])([O-])=O.[K+].[K+].[K+].[C@@H]1(N)CCCC[C@H]1N.I[C:18]1[CH:19]=[C:20]([CH3:25])[CH:21]=[C:22]([CH3:24])[CH:23]=1.[NH:26]1[CH2:30][CH2:29][CH2:28][C:27]1=[O:31].CCCCCCCCCCCC, predict the reaction product. The product is: [CH3:24][C:22]1[CH:23]=[C:18]([N:26]2[CH2:30][CH2:29][CH2:28][C:27]2=[O:31])[CH:19]=[C:20]([CH3:25])[CH:21]=1. (2) Given the reactants C([O:4][C@H:5]([CH3:26])[CH2:6][CH2:7][CH2:8][CH2:9][N:10]1[C:18](=[O:19])[C:17]2[N:16]3[CH2:20][CH2:21][CH2:22][NH:23][C:15]3=[N:14][C:13]=2[N:12]([CH3:24])[C:11]1=[O:25])(=O)C.Cl.C(OCC)C, predict the reaction product. The product is: [OH:4][C@H:5]([CH3:26])[CH2:6][CH2:7][CH2:8][CH2:9][N:10]1[C:18](=[O:19])[C:17]2[N:16]3[CH2:20][CH2:21][CH2:22][NH:23][C:15]3=[N:14][C:13]=2[N:12]([CH3:24])[C:11]1=[O:25]. (3) Given the reactants C[O:2][C:3](=[O:37])[CH2:4][O:5][C:6]1[CH:14]=[CH:13][C:12]([S:15][CH2:16][C:17]2[CH:22]=[CH:21][C:20]([O:23][CH3:24])=[C:19]([O:25][CH2:26][C:27]3[CH:32]=[CH:31][C:30]([C:33]([F:36])([F:35])[F:34])=[CH:29][CH:28]=3)[CH:18]=2)=[C:11]2[C:7]=1[CH2:8][CH2:9][CH2:10]2.[K+].[Br-], predict the reaction product. The product is: [CH3:24][O:23][C:20]1[CH:21]=[CH:22][C:17]([CH2:16][S:15][C:12]2[CH:13]=[CH:14][C:6]([O:5][CH2:4][C:3]([OH:37])=[O:2])=[C:7]3[C:11]=2[CH2:10][CH2:9][CH2:8]3)=[CH:18][C:19]=1[O:25][CH2:26][C:27]1[CH:32]=[CH:31][C:30]([C:33]([F:36])([F:34])[F:35])=[CH:29][CH:28]=1. (4) Given the reactants [F:1][CH:2]([F:29])[C:3]12[CH2:10][CH2:9][C:6]([C:11]3[N:16]=[CH:15][N:14]=[C:13]([CH2:17][N:18]4C(=O)C5C(=CC=CC=5)C4=O)[CH:12]=3)([CH2:7][CH2:8]1)[CH2:5][CH2:4]2.O.NN, predict the reaction product. The product is: [F:29][CH:2]([F:1])[C:3]12[CH2:4][CH2:5][C:6]([C:11]3[N:16]=[CH:15][N:14]=[C:13]([CH2:17][NH2:18])[CH:12]=3)([CH2:7][CH2:8]1)[CH2:9][CH2:10]2. (5) The product is: [ClH:8].[Cl:8][C:5]1[CH:6]=[CH:7][C:2]([F:1])=[C:3]([CH:9]([OH:12])[C:10](=[NH:11])[O:14][CH3:13])[CH:4]=1. Given the reactants [F:1][C:2]1[CH:7]=[CH:6][C:5]([Cl:8])=[CH:4][C:3]=1[CH:9]([OH:12])[C:10]#[N:11].[CH3:13][OH:14].Cl, predict the reaction product. (6) The product is: [C:1]([C:3]1[CH:4]=[CH:5][C:6]([CH:9]2[CH2:10][CH2:11][N:12]([C:15]([C:17]3[C:18]([CH2:28][CH3:29])=[CH:19][C:20]([CH3:27])=[C:21]([CH:26]=3)[C:22]([NH:30][NH2:31])=[O:24])=[O:16])[CH2:13][CH2:14]2)=[CH:7][CH:8]=1)#[N:2]. Given the reactants [C:1]([C:3]1[CH:8]=[CH:7][C:6]([CH:9]2[CH2:14][CH2:13][N:12]([C:15]([C:17]3[C:18]([CH2:28][CH3:29])=[CH:19][C:20]([CH3:27])=[C:21]([CH:26]=3)[C:22]([O:24]C)=O)=[O:16])[CH2:11][CH2:10]2)=[CH:5][CH:4]=1)#[N:2].[NH2:30][NH2:31], predict the reaction product.